From a dataset of Forward reaction prediction with 1.9M reactions from USPTO patents (1976-2016). Predict the product of the given reaction. (1) Given the reactants C1(P(C2C=CC=CC=2)C2C=CC=CC=2)C=CC=CC=1.BrN1C(=O)CCC1=O.[Cl:28][C:29]1[CH:34]=[CH:33][C:32]([CH:35]([CH2:39][CH:40]2[CH2:44][CH2:43][CH2:42][CH2:41]2)[C:36]([OH:38])=O)=[CH:31][C:30]=1[N+:45]([O-:47])=[O:46].[NH2:48][C:49]1[S:50][CH:51]=[CH:52][N:53]=1, predict the reaction product. The product is: [Cl:28][C:29]1[CH:34]=[CH:33][C:32]([CH:35]([CH2:39][CH:40]2[CH2:44][CH2:43][CH2:42][CH2:41]2)[C:36]([NH:48][C:49]2[S:50][CH:51]=[CH:52][N:53]=2)=[O:38])=[CH:31][C:30]=1[N+:45]([O-:47])=[O:46]. (2) The product is: [Br:1][C:2]1[S:3][CH:4]=[CH:5][C:6]=1[C:7]([NH2:10])=[O:8]. Given the reactants [Br:1][C:2]1[S:3][CH:4]=[CH:5][C:6]=1[C:7](Cl)=[O:8].[NH3:10], predict the reaction product. (3) The product is: [CH3:1][O:2][C:3]1[CH:8]=[CH:7][C:6]([S:9]([N:12]2[C@@H:17]([C:18]([OH:20])=[O:19])[C@H:16]3[CH2:23][C@@H:13]2[CH2:14][CH2:15]3)(=[O:11])=[O:10])=[CH:5][CH:4]=1. Given the reactants [CH3:1][O:2][C:3]1[CH:8]=[CH:7][C:6]([S:9]([N:12]2[C@@H:17]([C:18]([O:20]CC)=[O:19])[C@H:16]3[CH2:23][C@@H:13]2[CH2:14][CH2:15]3)(=[O:11])=[O:10])=[CH:5][CH:4]=1.CO.[OH-].[Na+].Cl, predict the reaction product. (4) Given the reactants [F:1][C:2]1[CH:7]=[CH:6][C:5]([C:8]2[C:13]([CH3:14])=[CH:12][C:11]([CH:15]=O)=[CH:10][C:9]=2[CH3:17])=[CH:4][CH:3]=1.[CH2:18]([O:20][C:21]([C:23]1([CH3:44])[CH2:28][CH2:27][N:26]([C:29]2[CH2:43][C:32]3([CH2:35][N:34](C(OC(C)(C)C)=O)[CH2:33]3)[O:31][N:30]=2)[CH2:25][CH2:24]1)=[O:22])[CH3:19], predict the reaction product. The product is: [F:1][C:2]1[CH:7]=[CH:6][C:5]([C:8]2[C:13]([CH3:14])=[CH:12][C:11]([CH2:15][N:34]3[CH2:33][C:32]4([CH2:43][C:29]([N:26]5[CH2:27][CH2:28][C:23]([CH3:44])([C:21]([O:20][CH2:18][CH3:19])=[O:22])[CH2:24][CH2:25]5)=[N:30][O:31]4)[CH2:35]3)=[CH:10][C:9]=2[CH3:17])=[CH:4][CH:3]=1. (5) Given the reactants [N+:1]([C:4]1[CH:5]=[C:6]2[C:10](=[CH:11][CH:12]=1)[NH:9][C:8]([CH2:13][C:14]([NH2:16])=[O:15])=[C:7]2[S:17]([C:20]1[CH:25]=[CH:24][CH:23]=[CH:22][CH:21]=1)(=[O:19])=[O:18])([O-])=O, predict the reaction product. The product is: [N:1]1([C:4]2[CH:5]=[C:6]3[C:10](=[CH:11][CH:12]=2)[NH:9][C:8]([CH2:13][C:14]([NH2:16])=[O:15])=[C:7]3[S:17]([C:20]2[CH:25]=[CH:24][CH:23]=[CH:22][CH:21]=2)(=[O:19])=[O:18])[CH:11]=[CH:12][CH:4]=[CH:5]1. (6) Given the reactants [CH2:1]([O:3][C:4](=[O:24])[C:5](=O)[CH2:6][C:7]([C:9]1[CH:14]=[CH:13][CH:12]=[CH:11][C:10]=1[O:15][CH2:16][C:17]1[CH:22]=[CH:21][CH:20]=[CH:19][CH:18]=1)=O)[CH3:2].C(O)(=O)C.O.[NH2:30][NH2:31].C([O-])(O)=O.[Na+], predict the reaction product. The product is: [CH2:1]([O:3][C:4]([C:5]1[CH:6]=[C:7]([C:9]2[CH:14]=[CH:13][CH:12]=[CH:11][C:10]=2[O:15][CH2:16][C:17]2[CH:22]=[CH:21][CH:20]=[CH:19][CH:18]=2)[NH:31][N:30]=1)=[O:24])[CH3:2]. (7) The product is: [CH2:27]([C:29]1[S:33][C:32]([CH2:34][N:5]2[CH2:6][CH2:7][N:2]([C:8]3[C:9]([C:10]([O:12][CH:13]([CH3:15])[CH3:14])=[O:11])=[CH:16][CH:17]=[CH:18][N:19]=3)[CH2:3][CH2:4]2)=[CH:31][CH:30]=1)[CH3:28]. Given the reactants Cl.[N:2]1([C:8]2[N:19]=[CH:18][CH:17]=[CH:16][C:9]=2[C:10]([O:12][CH:13]([CH3:15])[CH3:14])=[O:11])[CH2:7][CH2:6][NH:5][CH2:4][CH2:3]1.CCN(CC)CC.[CH2:27]([C:29]1[S:33][C:32]([CH:34]=O)=[CH:31][CH:30]=1)[CH3:28].CC(O)=O.[BH-](OC(C)=O)(OC(C)=O)OC(C)=O.[Na+], predict the reaction product. (8) The product is: [C:32]([C:24]1[CH:25]=[CH:26][C:21]([C:20]([NH:19][C:3]2[C:2]([CH3:1])=[CH:7][C:6]([C:8]([F:17])([C:13]([F:15])([F:16])[F:14])[C:9]([F:12])([F:10])[F:11])=[CH:5][C:4]=2[CH3:18])=[O:31])=[CH:22][C:23]=1[N+:28]([O-:30])=[O:29])#[N:33]. Given the reactants [CH3:1][C:2]1[CH:7]=[C:6]([C:8]([F:17])([C:13]([F:16])([F:15])[F:14])[C:9]([F:12])([F:11])[F:10])[CH:5]=[C:4]([CH3:18])[C:3]=1[NH:19][C:20](=[O:31])[C:21]1[CH:26]=[CH:25][C:24](F)=[C:23]([N+:28]([O-:30])=[O:29])[CH:22]=1.[C-:32]#[N:33].[Na+].O, predict the reaction product. (9) Given the reactants [C:1]([O:5][C:6](=[O:19])[NH:7][C:8]1[CH:13]=[CH:12][C:11]([C:14]([F:17])([F:16])[F:15])=[CH:10][C:9]=1[NH2:18])([CH3:4])([CH3:3])[CH3:2].C([O:24][C:25](=O)[CH2:26][C:27]([C:29]1[CH:34]=[CH:33][CH:32]=[C:31]([C:35]2[CH:36]=[N:37][C:38]([CH2:41][CH3:42])=[CH:39][CH:40]=2)[CH:30]=1)=[O:28])(C)(C)C, predict the reaction product. The product is: [C:1]([O:5][C:6](=[O:19])[NH:7][C:8]1[CH:13]=[CH:12][C:11]([C:14]([F:17])([F:16])[F:15])=[CH:10][C:9]=1[NH:18][C:25](=[O:24])[CH2:26][C:27]([C:29]1[CH:34]=[CH:33][CH:32]=[C:31]([C:35]2[CH:36]=[N:37][C:38]([CH2:41][CH3:42])=[CH:39][CH:40]=2)[CH:30]=1)=[O:28])([CH3:4])([CH3:2])[CH3:3].